This data is from Full USPTO retrosynthesis dataset with 1.9M reactions from patents (1976-2016). The task is: Predict the reactants needed to synthesize the given product. (1) The reactants are: [Br:1][C:2]1[C:3](F)=[C:4]2[C:10]([NH:11][C:12](=[O:20])[CH2:13][C:14]3[CH:19]=[CH:18][CH:17]=[CH:16][CH:15]=3)=[CH:9][NH:8][C:5]2=[N:6][CH:7]=1.[NH:22]1[CH2:27][CH2:26][CH2:25][C@@H:24]([NH:28][C:29](=[O:35])[O:30][C:31]([CH3:34])([CH3:33])[CH3:32])[CH2:23]1. Given the product [Br:1][C:2]1[C:3]([N:22]2[CH2:27][CH2:26][CH2:25][C@@H:24]([NH:28][C:29](=[O:35])[O:30][C:31]([CH3:33])([CH3:32])[CH3:34])[CH2:23]2)=[C:4]2[C:10]([NH:11][C:12](=[O:20])[CH2:13][C:14]3[CH:19]=[CH:18][CH:17]=[CH:16][CH:15]=3)=[CH:9][NH:8][C:5]2=[N:6][CH:7]=1, predict the reactants needed to synthesize it. (2) Given the product [C:17]([C:10]1[CH:11]=[CH:12][C:13]([O:15][CH3:16])=[CH:14][C:9]=1[NH:8][C:6]([C:2]1[S:1][CH:5]=[CH:4][N:3]=1)=[O:7])(=[O:19])[CH3:18], predict the reactants needed to synthesize it. The reactants are: [S:1]1[CH:5]=[CH:4][N:3]=[C:2]1[CH:6]=[O:7].[NH2:8][C:9]1[CH:14]=[C:13]([O:15][CH3:16])[CH:12]=[CH:11][C:10]=1[C:17](=[O:19])[CH3:18].O=P(Cl)(Cl)Cl. (3) Given the product [Cl:6][C:7]1[C:15]2[C:10](=[N:11][CH:12]=[CH:13][C:14]=2[NH:16][C:17]2[CH:22]=[CH:21][C:20]([NH2:23])=[CH:19][C:18]=2[F:26])[NH:9][CH:8]=1, predict the reactants needed to synthesize it. The reactants are: O.O.[Sn](Cl)Cl.[Cl:6][C:7]1[C:15]2[C:14]([NH:16][C:17]3[CH:22]=[CH:21][C:20]([N+:23]([O-])=O)=[CH:19][C:18]=3[F:26])=[CH:13][CH:12]=[N:11][C:10]=2[NH:9][CH:8]=1.O.C(=O)(O)[O-].[Na+]. (4) The reactants are: [CH3:1][O:2][C:3](=[O:22])[C:4]1[CH:9]=[C:8]([OH:10])[CH:7]=[CH:6][C:5]=1[NH:11][S:12]([C:15]1[CH:20]=[CH:19][C:18]([CH3:21])=[CH:17][CH:16]=1)(=[O:14])=[O:13].C([O-])([O-])=O.[K+].[K+].F[C:30]1[CH:37]=[CH:36][C:33]([C:34]#[N:35])=[CH:32][CH:31]=1. Given the product [CH3:1][O:2][C:3](=[O:22])[C:4]1[CH:9]=[C:8]([O:10][C:30]2[CH:37]=[CH:36][C:33]([C:34]#[N:35])=[CH:32][CH:31]=2)[CH:7]=[CH:6][C:5]=1[NH:11][S:12]([C:15]1[CH:16]=[CH:17][C:18]([CH3:21])=[CH:19][CH:20]=1)(=[O:14])=[O:13], predict the reactants needed to synthesize it. (5) The reactants are: [CH3:1][O:2][C:3]1[CH:4]=[C:5]([CH:21]=[CH:22][C:23]=1[O:24][CH3:25])[CH2:6][C@H:7]1[C:16]2[C:11](=[CH:12][C:13]([O:19][CH3:20])=[C:14]([O:17][CH3:18])[CH:15]=2)[CH2:10][CH2:9][NH:8]1.Br[CH2:27][C:28](Br)=[O:29].[NH2:31][C@@H:32]1[C:40]2[C:35](=[CH:36][CH:37]=[CH:38][CH:39]=2)[CH2:34][C@@H:33]1[OH:41]. Given the product [CH3:1][O:2][C:3]1[CH:4]=[C:5]([CH:21]=[CH:22][C:23]=1[O:24][CH3:25])[CH2:6][C@H:7]1[C:16]2[C:11](=[CH:12][C:13]([O:19][CH3:20])=[C:14]([O:17][CH3:18])[CH:15]=2)[CH2:10][CH2:9][N:8]1[CH2:27][C:28]([NH:31][C@@H:32]1[C:40]2[C:35](=[CH:36][CH:37]=[CH:38][CH:39]=2)[CH2:34][C@@H:33]1[OH:41])=[O:29], predict the reactants needed to synthesize it. (6) The reactants are: [N:1]1[CH:6]=[CH:5][C:4]([C:7]2[CH:12]=[CH:11][CH:10]=[CH:9][C:8]=2[NH2:13])=[CH:3][CH:2]=1.[Cl:14][C:15]1[CH:20]=[CH:19][C:18]([NH:21][C:22](=[O:29])[CH2:23][O:24][CH2:25][C:26](O)=[O:27])=[C:17]([C:30]([O:32]C)=[O:31])[CH:16]=1. Given the product [Cl:14][C:15]1[CH:20]=[CH:19][C:18]([NH:21][C:22](=[O:29])[CH2:23][O:24][CH2:25][C:26](=[O:27])[NH:13][C:8]2[CH:9]=[CH:10][CH:11]=[CH:12][C:7]=2[C:4]2[CH:5]=[CH:6][N:1]=[CH:2][CH:3]=2)=[C:17]([CH:16]=1)[C:30]([OH:32])=[O:31], predict the reactants needed to synthesize it. (7) Given the product [CH3:16][O:15][C:13](=[O:14])[CH:12]([N:40]=[N+:41]=[N-:42])[CH:11]([C:17]1[CH:22]=[CH:21][CH:20]=[CH:19][CH:18]=1)[C:10]([F:23])([F:24])[F:9], predict the reactants needed to synthesize it. The reactants are: C([N-]C(C)C)(C)C.[Li+].[F:9][C:10]([F:24])([F:23])[CH:11]([C:17]1[CH:22]=[CH:21][CH:20]=[CH:19][CH:18]=1)[CH2:12][C:13]([O:15][CH3:16])=[O:14].CC(C1C=C(C(C)C)C(S([N:40]=[N+:41]=[N-:42])(=O)=O)=C(C(C)C)C=1)C.CC(O)=O. (8) Given the product [CH2:34]([O:36][C:37](=[O:45])[C:38]1[CH:43]=[CH:42][C:41]([O:22][C:20]2[CH:19]=[C:18]([O:23][C:24]3[CH:29]=[CH:28][C:27]([C:30]#[N:31])=[CH:26][CH:25]=3)[CH:17]=[C:16]([C:15](=[O:32])[NH:14][CH:11]3[CH2:12][CH2:13][CH:8]([NH:7][C:6]([O:5][C:1]([CH3:4])([CH3:2])[CH3:3])=[O:33])[CH2:9][CH2:10]3)[CH:21]=2)=[CH:40][CH:39]=1)[CH3:35], predict the reactants needed to synthesize it. The reactants are: [C:1]([O:5][C:6](=[O:33])[NH:7][CH:8]1[CH2:13][CH2:12][CH:11]([NH:14][C:15](=[O:32])[C:16]2[CH:21]=[C:20]([OH:22])[CH:19]=[C:18]([O:23][C:24]3[CH:29]=[CH:28][C:27]([C:30]#[N:31])=[CH:26][CH:25]=3)[CH:17]=2)[CH2:10][CH2:9]1)([CH3:4])([CH3:3])[CH3:2].[CH2:34]([O:36][C:37](=[O:45])[C:38]1[CH:43]=[CH:42][C:41](F)=[CH:40][CH:39]=1)[CH3:35]. (9) Given the product [I:1][C:2]1[CH:3]=[C:4]([CH:8]=[CH:9][C:10]=1[CH3:11])[C:5]([O:7][CH3:17])=[O:6], predict the reactants needed to synthesize it. The reactants are: [I:1][C:2]1[CH:3]=[C:4]([CH:8]=[CH:9][C:10]=1[CH3:11])[C:5]([OH:7])=[O:6].OS(O)(=O)=O.[CH3:17]O. (10) Given the product [Cl:1][C:2]1[S:6][C:5]([C:7]([NH:9][CH2:10][C:11]2[N:12]=[CH:13][N:14]([C:16]3[CH:21]=[CH:20][C:19]([N:26]4[CH:27]=[CH:28][C:29](=[O:30])[N:24]([CH3:23])[C:25]4=[O:31])=[CH:18][CH:17]=3)[CH:15]=2)=[O:8])=[CH:4][CH:3]=1, predict the reactants needed to synthesize it. The reactants are: [Cl:1][C:2]1[S:6][C:5]([C:7]([NH:9][CH2:10][C:11]2[N:12]=[CH:13][N:14]([C:16]3[CH:21]=[CH:20][C:19](I)=[CH:18][CH:17]=3)[CH:15]=2)=[O:8])=[CH:4][CH:3]=1.[CH3:23][N:24]1[C:29](=[O:30])[CH:28]=[CH:27][NH:26][C:25]1=[O:31].OC1C=CC=C2C=1N=CC=C2.C([O-])([O-])=O.[K+].[K+].